Dataset: Reaction yield outcomes from USPTO patents with 853,638 reactions. Task: Predict the reaction yield, written as a fraction of the theoretical maximum amount of product (1.0 means a 100% yield; for example, 0.34 means a 34% yield). (1) The reactants are C=O.[Br:3][C:4]1[C:5]([CH3:18])=[C:6]([CH3:17])[C:7]2[O:11][C:10]([CH2:13]N)([CH3:12])[CH2:9][C:8]=2[C:15]=1[CH3:16].[C:19](O)(=O)C.[C:23]([BH3-])#[N:24].[Na+].O.C(=O)(O)[O-].[Na+]. The catalyst is C(OCC)(=O)C.CO. The product is [Br:3][C:4]1[C:5]([CH3:18])=[C:6]([CH3:17])[C:7]2[O:11][C:10]([CH2:13][N:24]([CH3:23])[CH3:19])([CH3:12])[CH2:9][C:8]=2[C:15]=1[CH3:16]. The yield is 0.800. (2) The reactants are [I-].[Na+].[In].Br[CH2:5][CH:6]=[C:7]([CH3:9])[CH3:8].[CH3:10][O:11][C:12]([C:14]1[CH:19]=[CH:18][C:17]([C:20]2[CH:25]=[C:24]([O:26][CH3:27])[CH:23]=[CH:22][C:21]=2[F:28])=[C:16]([CH:29]=[O:30])[CH:15]=1)=[O:13]. The catalyst is CN(C=O)C.CCOC(C)=O.O. The product is [CH3:10][O:11][C:12]([C:14]1[CH:19]=[CH:18][C:17]([C:20]2[CH:25]=[C:24]([O:26][CH3:27])[CH:23]=[CH:22][C:21]=2[F:28])=[C:16]([CH:29]([OH:30])[C:7]([CH3:9])([CH3:8])[CH:6]=[CH2:5])[CH:15]=1)=[O:13]. The yield is 0.920. (3) The reactants are [C:1]([S:14]([N:17]([CH2:21][CH2:22][CH2:23][C:24]([O:26]C)=[O:25])[CH2:18][CH2:19][CH3:20])(=[O:16])=[O:15])([C:4]([C:7]([C:10]([F:13])([F:12])[F:11])([F:9])[F:8])([F:6])[F:5])([F:3])[F:2].[OH-].[K+:29].C(O)(C)C. The catalyst is O. The product is [C:1]([S:14]([N:17]([CH2:21][CH2:22][CH2:23][C:24]([O:26][K:29])=[O:25])[CH2:18][CH2:19][CH3:20])(=[O:16])=[O:15])([C:4]([C:7]([C:10]([F:13])([F:12])[F:11])([F:9])[F:8])([F:6])[F:5])([F:3])[F:2]. The yield is 0.534.